From a dataset of NCI-60 drug combinations with 297,098 pairs across 59 cell lines. Regression. Given two drug SMILES strings and cell line genomic features, predict the synergy score measuring deviation from expected non-interaction effect. (1) Drug 1: C1CN(CCN1C(=O)CCBr)C(=O)CCBr. Drug 2: CN(C(=O)NC(C=O)C(C(C(CO)O)O)O)N=O. Cell line: OVCAR3. Synergy scores: CSS=0.0975, Synergy_ZIP=5.12, Synergy_Bliss=9.37, Synergy_Loewe=2.44, Synergy_HSA=4.15. (2) Drug 1: CC1=C(C=C(C=C1)NC2=NC=CC(=N2)N(C)C3=CC4=NN(C(=C4C=C3)C)C)S(=O)(=O)N.Cl. Drug 2: CCN(CC)CCNC(=O)C1=C(NC(=C1C)C=C2C3=C(C=CC(=C3)F)NC2=O)C. Cell line: HL-60(TB). Synergy scores: CSS=-32.3, Synergy_ZIP=12.4, Synergy_Bliss=-7.67, Synergy_Loewe=-32.4, Synergy_HSA=-30.8. (3) Drug 1: CC1=C2C(C(=O)C3(C(CC4C(C3C(C(C2(C)C)(CC1OC(=O)C(C(C5=CC=CC=C5)NC(=O)OC(C)(C)C)O)O)OC(=O)C6=CC=CC=C6)(CO4)OC(=O)C)O)C)O. Drug 2: COC1=C2C(=CC3=C1OC=C3)C=CC(=O)O2. Cell line: MDA-MB-231. Synergy scores: CSS=-5.32, Synergy_ZIP=-3.16, Synergy_Bliss=-7.10, Synergy_Loewe=-35.8, Synergy_HSA=-13.9. (4) Drug 1: C1CC(=O)NC(=O)C1N2CC3=C(C2=O)C=CC=C3N. Drug 2: C1CC(=O)NC(=O)C1N2C(=O)C3=CC=CC=C3C2=O. Cell line: KM12. Synergy scores: CSS=10.9, Synergy_ZIP=2.46, Synergy_Bliss=13.4, Synergy_Loewe=5.20, Synergy_HSA=5.58. (5) Drug 1: CC1=C(C=C(C=C1)C(=O)NC2=CC(=CC(=C2)C(F)(F)F)N3C=C(N=C3)C)NC4=NC=CC(=N4)C5=CN=CC=C5. Drug 2: C1=CC=C(C(=C1)C(C2=CC=C(C=C2)Cl)C(Cl)Cl)Cl. Cell line: DU-145. Synergy scores: CSS=2.66, Synergy_ZIP=4.95, Synergy_Bliss=1.15, Synergy_Loewe=2.80, Synergy_HSA=1.07.